From a dataset of Experimentally validated miRNA-target interactions with 360,000+ pairs, plus equal number of negative samples. Binary Classification. Given a miRNA mature sequence and a target amino acid sequence, predict their likelihood of interaction. (1) The miRNA is mmu-miR-3966 with sequence AGCUGCCAGCUGUAGAACUGU. The protein sequence of the target gene is MAPNIYLVRQRISRLGQRMSGFQINLNPLKEPLGFIKVLEWIASIFAFATCGGFKGQTEIQVNCPPAVTENKTVTATFGYPFRLNEASFQPPPGVNICDVNWKDYVLIGDYSSSAQFYVTFAVFVFLYCIAALLLYVGYTSLYLDSRKLPMIDFVVTLVATFLWLVSTSAWAKALTDIKIATGHNIIDELPPCKKKAVLCYFGSVTSMGSLNVSVIFGFLNMILWGGNAWFVYKETSLHSPSNTSAPHSQGGIPPPTGI. Result: 0 (no interaction). (2) The miRNA is hsa-miR-3938 with sequence AAUUCCCUUGUAGAUAACCCGG. The protein sequence of the target gene is MGGKNKQRTKGNLRPSNSGRAAELLAKEQGTVPGFIGFGTSHSDLGYVPAVQGAEDIDSLVDSDFRMVLRKLSKKDVTTKLKAMQEFGIMCTERDTEAVKGVLPYWPRIFCKISLDHDRRVREATQQAFEKLILKVKKHLAPYLKSVMGYWLMAQCDTYPPAALAAKDAFEAAFPPSKQPEAIAFCKEEITTVLQDHLLKETPDTLSDPQTVPEEEREAKFHRVVTCSLLALKRLLCFLPNNELDSLEEKFKSLLSQNKFWKYGKHSVPQVRSAYFELVSALCQHVPQVMKEEAAKVSPS.... Result: 0 (no interaction).